This data is from Reaction yield outcomes from USPTO patents with 853,638 reactions. The task is: Predict the reaction yield, written as a fraction of the theoretical maximum amount of product (1.0 means a 100% yield; for example, 0.34 means a 34% yield). (1) The reactants are CCN=C=NCCCN(C)C.Cl.[Br:13][C:14]1[CH:15]=[C:16]([NH2:21])[C:17]([NH2:20])=[CH:18][CH:19]=1.[C:22]([O:26][C:27]([N:29]1[C@H:34]([C:35](O)=O)[CH2:33][C@@H:32]2[C@H:30]1[CH2:31]2)=[O:28])([CH3:25])([CH3:24])[CH3:23].ON1C2C=CC=CC=2N=N1. The catalyst is C(Cl)Cl.C(O)(=O)C. The product is [Br:13][C:14]1[CH:19]=[CH:18][C:17]2[N:20]=[C:35]([C@@H:34]3[CH2:33][C@@H:32]4[C@@H:30]([CH2:31]4)[N:29]3[C:27]([O:26][C:22]([CH3:23])([CH3:25])[CH3:24])=[O:28])[NH:21][C:16]=2[CH:15]=1. The yield is 0.633. (2) The reactants are [F:1][C:2]1[CH:8]=[CH:7][CH:6]=[CH:5][C:3]=1[NH2:4].[C:9](OC)(=[O:14])[CH2:10][C:11]([CH3:13])=[O:12]. The catalyst is C(OCC)C. The product is [F:1][C:2]1[CH:8]=[CH:7][CH:6]=[CH:5][C:3]=1[NH:4][C:9](=[O:14])[CH2:10][C:11](=[O:12])[CH3:13]. The yield is 0.380. (3) The reactants are Cl.[CH3:2][C:3]1[CH:8]=[CH:7][CH:6]=[C:5]([C:9]2[N:13]=[C:12]([C@H:14]3[CH2:19][CH2:18][CH2:17][NH:16][CH2:15]3)[O:11][N:10]=2)[N:4]=1.C(N(CC)CC)C.[F:27][C:28]1[CH:36]=[CH:35][C:31]([C:32](Cl)=[O:33])=[CH:30][CH:29]=1.[OH-].[Na+]. The catalyst is ClCCl. The product is [F:27][C:28]1[CH:36]=[CH:35][C:31]([C:32]([N:16]2[CH2:17][CH2:18][CH2:19][C@H:14]([C:12]3[O:11][N:10]=[C:9]([C:5]4[CH:6]=[CH:7][CH:8]=[C:3]([CH3:2])[N:4]=4)[N:13]=3)[CH2:15]2)=[O:33])=[CH:30][CH:29]=1. The yield is 0.530.